Dataset: Forward reaction prediction with 1.9M reactions from USPTO patents (1976-2016). Task: Predict the product of the given reaction. (1) Given the reactants [NH2:1][C:2]1[CH:27]=[C:26]([Cl:28])[CH:25]=[CH:24][C:3]=1[O:4][CH2:5][C:6]([N:8]1[CH2:13][C@H:12]([CH3:14])[N:11]([CH2:15][C:16]2[CH:21]=[CH:20][C:19]([F:22])=[CH:18][CH:17]=2)[CH2:10][C@H:9]1[CH3:23])=[O:7].N1C=CC=CC=1.Cl[C:36]([O:38][C:39]1[CH:44]=[CH:43][C:42]([N+:45]([O-:47])=[O:46])=[CH:41][CH:40]=1)=[O:37], predict the reaction product. The product is: [N+:45]([C:42]1[CH:41]=[CH:40][C:39]([O:38][C:36](=[O:37])[NH:1][C:2]2[CH:27]=[C:26]([Cl:28])[CH:25]=[CH:24][C:3]=2[O:4][CH2:5][C:6]([N:8]2[CH2:13][C@H:12]([CH3:14])[N:11]([CH2:15][C:16]3[CH:17]=[CH:18][C:19]([F:22])=[CH:20][CH:21]=3)[CH2:10][C@H:9]2[CH3:23])=[O:7])=[CH:44][CH:43]=1)([O-:47])=[O:46]. (2) Given the reactants [C:1]([C:5]1[CH:10]=[CH:9][C:8]([NH2:11])=[CH:7][CH:6]=1)([CH3:4])([CH3:3])[CH3:2].[NH2:12][C:13]1[CH:21]=[CH:20][CH:19]=[CH:18][C:14]=1[C:15](O)=[O:16].CN(C(ON1N=NC2C=CC=CC1=2)=[N+](C)C)C.[B-](F)(F)(F)F.CCN(C(C)C)C(C)C, predict the reaction product. The product is: [NH2:12][C:13]1[CH:21]=[CH:20][CH:19]=[CH:18][C:14]=1[C:15]([NH:11][C:8]1[CH:7]=[CH:6][C:5]([C:1]([CH3:4])([CH3:2])[CH3:3])=[CH:10][CH:9]=1)=[O:16]. (3) Given the reactants [H-].[Na+].Cl[CH2:4][C:5]1[CH:10]=[CH:9][C:8]([O:11][CH3:12])=[CH:7][CH:6]=1.[I-].[Na+], predict the reaction product. The product is: [CH3:12][O:11][C:8]1[CH:9]=[CH:10][C:5]([CH2:4][O:11][CH2:8][CH2:7][C:6]#[C:5][CH3:4])=[CH:6][CH:7]=1.